From a dataset of Full USPTO retrosynthesis dataset with 1.9M reactions from patents (1976-2016). Predict the reactants needed to synthesize the given product. (1) Given the product [F:1][C:2]1[CH:7]=[CH:6][C:5]2[O:8][C:13]3[S:14][C:15]([CH3:18])=[CH:16][C:12]=3[C:10](=[O:11])[NH:9][C:4]=2[CH:3]=1, predict the reactants needed to synthesize it. The reactants are: [F:1][C:2]1[CH:3]=[C:4]([NH:9][C:10]([C:12]2[CH:16]=[CH:15][S:14][C:13]=2Br)=[O:11])[C:5]([OH:8])=[CH:6][CH:7]=1.[C:18](=O)([O-])[O-].[K+].[K+].Cl. (2) The reactants are: [NH2:1][C:2]1[CH:3]=[C:4]([C:8]2[C:13]([O:14][CH3:15])=[C:12]([CH:16]=[O:17])[CH:11]=[C:10]([S:18]([NH2:21])(=[O:20])=[O:19])[CH:9]=2)[CH:5]=[CH:6][CH:7]=1.[N:22]1[CH:27]=[CH:26][CH:25]=[C:24]([CH2:28][CH2:29][C:30](Cl)=[O:31])[CH:23]=1. Given the product [NH2:1][C:2]1[CH:3]=[C:4]([C:8]2[C:13]([O:14][CH3:15])=[C:12]([CH:16]=[O:17])[CH:11]=[C:10]([S:18]([NH:21][C:30](=[O:31])[CH2:29][CH2:28][C:24]3[CH:23]=[N:22][CH:27]=[CH:26][CH:25]=3)(=[O:19])=[O:20])[CH:9]=2)[CH:5]=[CH:6][CH:7]=1, predict the reactants needed to synthesize it. (3) Given the product [F:1][C:2]1[CH:3]=[CH:4][C:5]([O:25][CH3:26])=[C:6]([C@H:8]2[CH2:12][CH2:11][CH2:10][N:9]2[C:13]2[CH:18]=[CH:17][N:16]3[N:19]=[CH:20][C:21]([C:22]([NH:27][C@H:28]4[CH2:33][CH2:32][C@H:31]([OH:34])[CH2:30][CH2:29]4)=[O:23])=[C:15]3[N:14]=2)[CH:7]=1, predict the reactants needed to synthesize it. The reactants are: [F:1][C:2]1[CH:3]=[CH:4][C:5]([O:25][CH3:26])=[C:6]([C@H:8]2[CH2:12][CH2:11][CH2:10][N:9]2[C:13]2[CH:18]=[CH:17][N:16]3[N:19]=[CH:20][C:21]([C:22](O)=[O:23])=[C:15]3[N:14]=2)[CH:7]=1.[NH2:27][C@H:28]1[CH2:33][CH2:32][C@H:31]([OH:34])[CH2:30][CH2:29]1. (4) Given the product [Cl:27][Si:28]([CH:14]1[C:15]2=[CH:24][CH:23]=[C:22]3[C:17]([CH:18]=[CH:19][CH:20]=[CH:21]3)=[C:16]2[CH:25]=[C:13]1[CH3:12])([CH3:30])[CH3:29], predict the reactants needed to synthesize it. The reactants are: [Li]CCCC.CCCCCC.[CH3:12][C:13]1[CH2:14][C:15]2[C:16]([CH:25]=1)=[C:17]1[C:22](=[CH:23][CH:24]=2)[CH:21]=[CH:20][CH:19]=[CH:18]1.[Li].[Cl:27][Si:28](Cl)([CH3:30])[CH3:29]. (5) Given the product [CH:14]([C:2]1[CH:3]=[C:4]2[C:9](=[CH:10][CH:11]=1)[C:8](=[O:12])[O:7][C@H:6]([CH3:13])[CH2:5]2)=[CH2:15], predict the reactants needed to synthesize it. The reactants are: Br[C:2]1[CH:3]=[C:4]2[C:9](=[CH:10][CH:11]=1)[C:8](=[O:12])[O:7][C@H:6]([CH3:13])[CH2:5]2.[CH2:14](N(CC)CC)[CH3:15].C([B-](F)(F)F)=C.[K+].